From a dataset of Catalyst prediction with 721,799 reactions and 888 catalyst types from USPTO. Predict which catalyst facilitates the given reaction. (1) Reactant: Cl[C:2]1[C:3]2[C:10]([I:11])=[C:9]([CH2:12][CH3:13])[S:8][C:4]=2[N:5]=[CH:6][N:7]=1.[OH:14][C@H:15]([CH2:20][C:21]1[CH:26]=[CH:25][CH:24]=[CH:23][CH:22]=1)[C:16]([O:18][CH3:19])=[O:17].C([O-])([O-])=O.[Cs+].[Cs+].Cl. Product: [CH2:12]([C:9]1[S:8][C:4]2[N:5]=[CH:6][N:7]=[C:2]([O:14][C@H:15]([CH2:20][C:21]3[CH:26]=[CH:25][CH:24]=[CH:23][CH:22]=3)[C:16]([O:18][CH3:19])=[O:17])[C:3]=2[C:10]=1[I:11])[CH3:13]. The catalyst class is: 16. (2) Reactant: [N:1]12[CH2:8][CH2:7][CH:4]([CH2:5][CH2:6]1)[CH:3]([O:9][C:10](=[O:23])[NH:11][C:12]([C:15]1[CH:20]=[CH:19][C:18]([F:21])=[C:17](Br)[CH:16]=1)([CH3:14])[CH3:13])[CH2:2]2.[C:24]1(B(O)O)[CH:29]=[CH:28][CH:27]=[CH:26][CH:25]=1. Product: [N:1]12[CH2:8][CH2:7][CH:4]([CH2:5][CH2:6]1)[CH:3]([O:9][C:10](=[O:23])[NH:11][C:12]([C:15]1[CH:16]=[C:17]([C:24]3[CH:29]=[CH:28][CH:27]=[CH:26][CH:25]=3)[C:18]([F:21])=[CH:19][CH:20]=1)([CH3:14])[CH3:13])[CH2:2]2. The catalyst class is: 167. (3) Reactant: [N+:1]([C:4]1[CH:11]=[CH:10][CH:9]=[CH:8][C:5]=1[CH2:6][OH:7])([O-:3])=[O:2].[C:12](O)(=[O:23])[CH2:13][CH2:14][CH2:15][CH2:16][CH2:17][CH2:18][CH2:19][CH2:20][CH:21]=[CH2:22].C1CCC(N=C=NC2CCCCC2)CC1. Product: [C:12]([O:7][CH2:6][C:5]1[CH:8]=[CH:9][CH:10]=[CH:11][C:4]=1[N+:1]([O-:3])=[O:2])(=[O:23])[CH2:13][CH2:14][CH2:15][CH2:16][CH2:17][CH2:18][CH2:19][CH2:20][CH:21]=[CH2:22]. The catalyst class is: 79. (4) The catalyst class is: 86. Reactant: [Cl:1][C:2]1[CH:3]=[C:4]([CH:18]=[CH:19][C:20]=1[Cl:21])[O:5][CH:6]1[CH2:11][CH2:10][N:9]([CH:12]2[CH2:17][CH2:16][NH:15][CH2:14][CH2:13]2)[CH2:8][CH2:7]1.[O-:22][C:23]#[N:24].[Na+].[OH-].[Na+]. Product: [Cl:1][C:2]1[CH:3]=[C:4]([CH:18]=[CH:19][C:20]=1[Cl:21])[O:5][CH:6]1[CH2:7][CH2:8][N:9]([CH:12]2[CH2:13][CH2:14][N:15]([C:23]([NH2:24])=[O:22])[CH2:16][CH2:17]2)[CH2:10][CH2:11]1. (5) Reactant: [F:1][C:2]([F:18])([F:17])[C:3]1[CH:4]=[C:5]([CH2:13][C:14]([OH:16])=O)[CH:6]=[C:7]([C:9]([F:12])([F:11])[F:10])[CH:8]=1.[Cl:19][C:20]1[CH:21]=[C:22]([C:27]2([CH2:33][CH2:34][OH:35])[O:32][CH2:31][CH2:30][NH:29][CH2:28]2)[CH:23]=[CH:24][C:25]=1[Cl:26]. Product: [F:1][C:2]([F:18])([F:17])[C:3]1[CH:4]=[C:5]([CH2:13][C:14]([N:29]2[CH2:30][CH2:31][O:32][C:27]([CH2:33][CH2:34][OH:35])([C:22]3[CH:23]=[CH:24][C:25]([Cl:26])=[C:20]([Cl:19])[CH:21]=3)[CH2:28]2)=[O:16])[CH:6]=[C:7]([C:9]([F:12])([F:11])[F:10])[CH:8]=1. The catalyst class is: 10. (6) Reactant: [NH2:1][C:2]1[C:3]([Br:8])=[N:4][CH:5]=[CH:6][CH:7]=1.C[Si](C)(C)[N-][Si](C)(C)C.[Na+].[C:19](O[C:19]([O:21][C:22]([CH3:25])([CH3:24])[CH3:23])=[O:20])([O:21][C:22]([CH3:25])([CH3:24])[CH3:23])=[O:20]. Product: [C:22]([O:21][C:19](=[O:20])[NH:1][C:2]1[C:3]([Br:8])=[N:4][CH:5]=[CH:6][CH:7]=1)([CH3:25])([CH3:24])[CH3:23]. The catalyst class is: 387.